This data is from Cav3 T-type calcium channel HTS with 100,875 compounds. The task is: Binary Classification. Given a drug SMILES string, predict its activity (active/inactive) in a high-throughput screening assay against a specified biological target. The compound is O1C(OCc2ccc(cc2)CO)CC(c2c3c(n(c2)C(=O)C)cccc3)C=C1C(OCC=C)=O. The result is 0 (inactive).